Dataset: Reaction yield outcomes from USPTO patents with 853,638 reactions. Task: Predict the reaction yield, written as a fraction of the theoretical maximum amount of product (1.0 means a 100% yield; for example, 0.34 means a 34% yield). (1) The reactants are N#N.[Cl-].[NH4+].C(O)C.[I:8][C:9]1[CH:14]=[C:13]([N+:15]([O-])=O)[CH:12]=[CH:11][C:10]=1[O:18][CH3:19]. The catalyst is [Fe].O. The product is [I:8][C:9]1[CH:14]=[C:13]([NH2:15])[CH:12]=[CH:11][C:10]=1[O:18][CH3:19]. The yield is 0.880. (2) The reactants are [CH2:1]([C:9]1[CH:14]=[CH:13][NH:12][C:11](=[O:15])[CH:10]=1)[CH2:2][C:3]1[CH:8]=[CH:7][CH:6]=[CH:5][CH:4]=1.Br[C:17]1[CH:25]=[C:24]2[C:20]([C:21]3[CH2:30][CH2:29][N:28]([C:31]([O:33][C:34]([CH3:37])([CH3:36])[CH3:35])=[O:32])[CH2:27][C:22]=3[N:23]2[CH3:26])=[CH:19][CH:18]=1. No catalyst specified. The product is [CH3:26][N:23]1[C:24]2[C:20](=[CH:19][CH:18]=[C:17]([N:12]3[CH:13]=[CH:14][C:9]([CH2:1][CH2:2][C:3]4[CH:8]=[CH:7][CH:6]=[CH:5][CH:4]=4)=[CH:10][C:11]3=[O:15])[CH:25]=2)[C:21]2[CH2:30][CH2:29][N:28]([C:31]([O:33][C:34]([CH3:37])([CH3:36])[CH3:35])=[O:32])[CH2:27][C:22]1=2. The yield is 0.600. (3) The reactants are C([O:3][C:4](=[O:18])[CH2:5][N:6]([C:10]1[S:11][C:12]([C:16]#[N:17])=[C:13]([Br:15])[CH:14]=1)[CH2:7][CH2:8][CH3:9])C.CO.[OH-].[Na+]. The catalyst is O. The product is [Br:15][C:13]1[CH:14]=[C:10]([N:6]([CH2:7][CH2:8][CH3:9])[CH2:5][C:4]([OH:18])=[O:3])[S:11][C:12]=1[C:16]#[N:17]. The yield is 0.720. (4) The reactants are C([N:8]1[CH2:13][CH2:12][C@@H:11]([C:14]2[CH:19]=[CH:18][C:17]([O:20][CH3:21])=[CH:16][CH:15]=2)[C@H:10]([OH:22])[CH2:9]1)C1C=CC=CC=1. The catalyst is CO.[Pd]. The product is [CH3:21][O:20][C:17]1[CH:16]=[CH:15][C:14]([C@@H:11]2[CH2:12][CH2:13][NH:8][CH2:9][C@H:10]2[OH:22])=[CH:19][CH:18]=1. The yield is 0.810. (5) The reactants are [C:1]1([C:7]2[N:8]=[C:9]([CH:12]3[CH2:17][CH2:16][NH:15][CH2:14][CH2:13]3)[NH:10][CH:11]=2)[CH:6]=[CH:5][CH:4]=[CH:3][CH:2]=1.[ClH:18]. The catalyst is C(Cl)Cl. The product is [ClH:18].[C:1]1([C:7]2[N:8]=[C:9]([CH:12]3[CH2:17][CH2:16][NH:15][CH2:14][CH2:13]3)[NH:10][CH:11]=2)[CH:2]=[CH:3][CH:4]=[CH:5][CH:6]=1. The yield is 0.990. (6) The reactants are C([O-])([O-])=O.[Cs+].[Cs+].[CH2:7]([O:9][C:10](=[O:19])[C:11]1[CH:16]=[CH:15][C:14]([OH:17])=[C:13]([OH:18])[CH:12]=1)[CH3:8].Br[CH2:21][CH2:22]Br. The catalyst is CN(C=O)C. The product is [CH2:7]([O:9][C:10]([C:11]1[CH:16]=[CH:15][C:14]2[O:17][CH2:21][CH2:22][O:18][C:13]=2[CH:12]=1)=[O:19])[CH3:8]. The yield is 0.290.